Dataset: Reaction yield outcomes from USPTO patents with 853,638 reactions. Task: Predict the reaction yield, written as a fraction of the theoretical maximum amount of product (1.0 means a 100% yield; for example, 0.34 means a 34% yield). (1) The product is [F:7][C:8]1[CH:13]=[C:12]2[C:11](=[CH:10][CH:9]=1)[O:4][C:3]([CH2:5][F:6])([CH2:2][F:1])[CH2:15][C:14]2=[O:16]. The catalyst is CO. The reactants are [F:1][CH2:2][C:3]([CH2:5][F:6])=[O:4].[F:7][C:8]1[CH:9]=[CH:10][C:11](O)=[C:12]([C:14](=[O:16])[CH3:15])[CH:13]=1.N1CCCC1. The yield is 0.670. (2) The reactants are [Si:1]([O:8]C[C@@H]1CCCN1)([C:4]([CH3:7])([CH3:6])[CH3:5])(C)C.CC(C)([O-])C.[Na+].Br[C:22]1[CH:23]=[N:24][CH:25]=[C:26]([Br:28])[CH:27]=1.[NH4+:29].[Cl-].[C:31]1([CH3:37])[CH:36]=[CH:35][CH:34]=[CH:33][CH:32]=1. The catalyst is C1C=CC(/C=C/C(/C=C/C2C=CC=CC=2)=O)=CC=1.C1C=CC(/C=C/C(/C=C/C2C=CC=CC=2)=O)=CC=1.C1C=CC(/C=C/C(/C=C/C2C=CC=CC=2)=O)=CC=1.[Pd].[Pd].C1C=CC(P(C2C(C3C(P(C4C=CC=CC=4)C4C=CC=CC=4)=CC=C4C=3C=CC=C4)=C3C(C=CC=C3)=CC=2)C2C=CC=CC=2)=CC=1. The product is [Br:28][C:26]1[CH:25]=[N:24][CH:23]=[C:22]([N:29]2[CH2:33][CH2:34][CH2:35][C@H:36]2[C:31]([CH3:32])([CH3:37])[O:8][SiH2:1][C:4]([CH3:7])([CH3:6])[CH3:5])[CH:27]=1. The yield is 0.530. (3) The reactants are [O:1]=[CH:2][C@H:3]([C@@H:5]([C@@H:7]([CH2:9][OH:10])[OH:8])[OH:6])[OH:4].[O-]S([O-])(=O)=O.[Na+].[Na+].[CH2:18](O)[CH:19]=[CH2:20].OS(O)(=O)=O. No catalyst specified. The product is [CH2:20]([C:2]([C@H:3]([C@@H:5]([C@@H:7]([CH2:9][OH:10])[OH:8])[OH:6])[OH:4])=[O:1])[CH:19]=[CH2:18]. The yield is 0.600. (4) The reactants are Cl[C:2]1[CH:7]=[C:6]([Cl:8])[N:5]=[CH:4][N:3]=1.CCN(C(C)C)C(C)C.[N:18]1[CH:23]=[CH:22][C:21]([CH2:24][NH2:25])=[CH:20][CH:19]=1.O. The catalyst is CC(O)C. The product is [Cl:8][C:6]1[N:5]=[CH:4][N:3]=[C:2]([NH:25][CH2:24][C:21]2[CH:22]=[CH:23][N:18]=[CH:19][CH:20]=2)[CH:7]=1. The yield is 0.800. (5) The reactants are Cl[CH2:2][CH2:3][NH:4][C:5]([NH:7][C:8]1[CH:9]=[N:10][N:11]([CH2:13][C:14]2[C:15]([CH3:20])=[N:16][O:17][C:18]=2[CH3:19])[CH:12]=1)=[O:6].[H-].[Na+]. The catalyst is CN(C=O)C. The product is [CH3:20][C:15]1[C:14]([CH2:13][N:11]2[CH:12]=[C:8]([N:7]3[CH2:2][CH2:3][NH:4][C:5]3=[O:6])[CH:9]=[N:10]2)=[C:18]([CH3:19])[O:17][N:16]=1. The yield is 0.970. (6) The reactants are [NH2:1][C:2]1[C:7]([C:8]#[N:9])=[C:6](Br)[N:5]=[C:4]([NH:11]C(=O)C)[CH:3]=1.C([O-])([O-])=O.[Cs+].[Cs+].B(CC)(CC)[CH2:22][CH3:23]. The catalyst is CN(C=O)C.C1C=CC(P(C2C=CC=CC=2)[C-]2C=CC=C2)=CC=1.C1C=CC(P(C2C=CC=CC=2)[C-]2C=CC=C2)=CC=1.Cl[Pd]Cl.[Fe+2]. The product is [NH2:1][C:2]1[C:7]([C:8]#[N:9])=[C:6]([CH2:22][CH3:23])[N:5]=[C:4]([NH2:11])[CH:3]=1. The yield is 0.400. (7) The reactants are [CH3:1][O:2][C:3]1[CH:8]=[CH:7][C:6]([CH2:9][CH2:10][NH:11][C:12](=[O:14])[CH3:13])=[CH:5][C:4]=1[N+:15]([O-])=O.[ClH:18]. The catalyst is C(O)C.[Pd]. The product is [ClH:18].[NH2:15][C:4]1[CH:5]=[C:6]([CH2:9][CH2:10][NH:11][C:12](=[O:14])[CH3:13])[CH:7]=[CH:8][C:3]=1[O:2][CH3:1]. The yield is 0.940. (8) The reactants are [F:1][C:2]1[CH:3]=[C:4]([CH:9]=[CH:10][CH:11]=1)[C:5](=[S:8])[NH:6][NH2:7].[CH3:12][CH:13]([C:24](=O)[C:25]1[CH:30]=[CH:29][CH:28]=[CH:27][CH:26]=1)[CH2:14][CH2:15][NH:16][C:17](=[O:23])[O:18][C:19]([CH3:22])([CH3:21])[CH3:20]. The catalyst is C(O)C.C(Cl)Cl.C(O)(=O)C. The product is [F:1][C:2]1[CH:3]=[C:4]([C:5]2[S:8][C:24]([CH:13]([CH3:12])[CH2:14][CH2:15][NH:16][C:17](=[O:23])[O:18][C:19]([CH3:21])([CH3:20])[CH3:22])([C:25]3[CH:30]=[CH:29][CH:28]=[CH:27][CH:26]=3)[NH:7][N:6]=2)[CH:9]=[CH:10][CH:11]=1. The yield is 0.480. (9) The reactants are [F:1][C:2]([F:30])([F:29])[C:3]([N:5]1[CH:10]2[CH2:11][CH2:12][CH:6]1[CH2:7][CH:8]([CH:13]1[C:26]3[CH:25]=[CH:24][C:23]([C:27]#[N:28])=[CH:22][C:21]=3[O:20][C:19]3[C:14]1=[CH:15][CH:16]=[CH:17][CH:18]=3)[CH2:9]2)=[O:4].[N-:31]=[N+:32]=[N-:33].[Na+].[Cl-].[NH4+].O. The catalyst is CN(C=O)C. The product is [F:30][C:2]([F:29])([F:1])[C:3]([N:5]1[CH:10]2[CH2:11][CH2:12][CH:6]1[CH2:7][CH:8]([CH:13]1[C:26]3[CH:25]=[CH:24][C:23]([C:27]4[NH:33][N:32]=[N:31][N:28]=4)=[CH:22][C:21]=3[O:20][C:19]3[C:14]1=[CH:15][CH:16]=[CH:17][CH:18]=3)[CH2:9]2)=[O:4]. The yield is 0.860. (10) The reactants are C(OC(N1CCC2C3C=CC=CC=3NC=2CC1)=O)(C)(C)C.[NH2:22][C:23](=[O:46])[CH2:24][N:25]1[C:33]2[CH:32]=[CH:31][CH:30]=[CH:29][C:28]=2[C:27]2[CH2:34][CH2:35][N:36]([C:39]([O:41][C:42]([CH3:45])([CH3:44])[CH3:43])=[O:40])[CH2:37][CH2:38][C:26]1=2.ICC(N)=O.[H-].[Na+]. The yield is 0.190. The product is [NH2:22][C:23](=[O:46])[CH2:24][N:25]1[C:33]2[CH:32]=[CH:31][CH:30]=[CH:29][C:28]=2[C:27]2[CH2:34][CH2:35][N:36]([C:39]([O:41][C:42]([CH3:44])([CH3:43])[CH3:45])=[O:40])[CH2:37][CH2:38][C:26]1=2. The catalyst is CN(C=O)C.